Predict which catalyst facilitates the given reaction. From a dataset of Catalyst prediction with 721,799 reactions and 888 catalyst types from USPTO. (1) The catalyst class is: 11. Product: [F:58][C:43]([F:42])([F:57])[C:44]1[CH:45]=[CH:46][C:47]([N:50]2[CH2:55][CH2:54][CH:53]([O:1][C:2]3[CH:3]=[C:4]4[C:9](=[CH:10][CH:11]=3)[N:8]=[CH:7][C:6]([C:12]([NH:14][CH:15]3[CH2:16][CH2:17][N:18]([C:21]([O:23][C:24]([CH3:27])([CH3:26])[CH3:25])=[O:22])[CH2:19][CH2:20]3)=[O:13])=[CH:5]4)[CH2:52][CH2:51]2)=[CH:48][CH:49]=1. Reactant: [OH:1][C:2]1[CH:3]=[C:4]2[C:9](=[CH:10][CH:11]=1)[N:8]=[CH:7][C:6]([C:12]([NH:14][CH:15]1[CH2:20][CH2:19][N:18]([C:21]([O:23][C:24]([CH3:27])([CH3:26])[CH3:25])=[O:22])[CH2:17][CH2:16]1)=[O:13])=[CH:5]2.N(C(OC(C)C)=O)=NC(OC(C)C)=O.[F:42][C:43]([F:58])([F:57])[C:44]1[CH:49]=[CH:48][C:47]([N:50]2[CH2:55][CH2:54][CH:53](O)[CH2:52][CH2:51]2)=[CH:46][CH:45]=1.C1(P(C2C=CC=CC=2)C2C=CC=CC=2)C=CC=CC=1. (2) The catalyst class is: 1. Product: [CH3:31][O:1][CH:2]1[C:27]2[C:19](=[CH:20][C:21]3[O:25][CH2:24][O:23][C:22]=3[CH:26]=2)[C:4]2([C:12]3[C:7](=[CH:8][CH:9]=[CH:10][CH:11]=3)[N:6]([CH2:13][CH2:14][CH2:15][CH2:16][CH3:17])[C:5]2=[O:18])[CH2:3]1. Reactant: [OH:1][CH:2]1[C:27]2[C:19](=[CH:20][C:21]3[O:25][CH2:24][O:23][C:22]=3[CH:26]=2)[C:4]2([C:12]3[C:7](=[CH:8][CH:9]=[CH:10][CH:11]=3)[N:6]([CH2:13][CH2:14][CH2:15][CH2:16][CH3:17])[C:5]2=[O:18])[CH2:3]1.[H-].[Na+].I[CH3:31].O. (3) The catalyst class is: 8. Product: [SH:13][C:12]1[O:8][C:7]2[C:2]([N:1]=1)=[N:3][CH:4]=[CH:5][CH:6]=2. Reactant: [NH2:1][C:2]1[C:7]([OH:8])=[CH:6][CH:5]=[CH:4][N:3]=1.CCO[C:12]([S-])=[S:13].[K+].